Predict the product of the given reaction. From a dataset of Forward reaction prediction with 1.9M reactions from USPTO patents (1976-2016). (1) The product is: [Cl:1][C:2]1[CH:7]=[CH:6][C:5]([CH2:8][CH:9]=[O:10])=[CH:4][CH:3]=1. Given the reactants [Cl:1][C:2]1[CH:7]=[CH:6][C:5]([CH2:8][CH2:9][OH:10])=[CH:4][CH:3]=1.CC(OI1(OC(C)=O)(OC(C)=O)OC(=O)C2C=CC=CC1=2)=O.C(OCC)C, predict the reaction product. (2) The product is: [Cl:1][C:2]1[CH:45]=[CH:44][C:5](/[CH:6]=[N:7]/[NH:8][C:9]([C:11]2[CH:16]=[C:15]([N:17]3[CH2:22][CH2:21][CH2:20][CH2:19][CH2:18]3)[CH:14]=[CH:13][C:12]=2[NH:23][C:24]([C:26]2[CH:27]=[C:28]([CH:41]=[CH:42][CH:43]=2)[CH2:29][N:30]2[CH2:31][CH2:32][CH:33]([C:36]([OH:38])=[O:37])[CH2:34][CH2:35]2)=[O:25])=[O:10])=[CH:4][C:3]=1[C:46]([F:49])([F:47])[F:48]. Given the reactants [Cl:1][C:2]1[CH:45]=[CH:44][C:5](/[CH:6]=[N:7]/[NH:8][C:9]([C:11]2[CH:16]=[C:15]([N:17]3[CH2:22][CH2:21][CH2:20][CH2:19][CH2:18]3)[CH:14]=[CH:13][C:12]=2[NH:23][C:24]([C:26]2[CH:27]=[C:28]([CH:41]=[CH:42][CH:43]=2)[CH2:29][N:30]2[CH2:35][CH2:34][CH:33]([C:36]([O:38]CC)=[O:37])[CH2:32][CH2:31]2)=[O:25])=[O:10])=[CH:4][C:3]=1[C:46]([F:49])([F:48])[F:47].O.[OH-].[Li+].Cl, predict the reaction product.